From a dataset of Forward reaction prediction with 1.9M reactions from USPTO patents (1976-2016). Predict the product of the given reaction. (1) Given the reactants [NH2:1][C:2]1[CH:31]=[CH:30][C:5]([CH2:6][C:7]2[NH:15][C:14]3[C:13](=[O:16])[N:12]([CH2:17][C:18]4[CH:23]=[CH:22][CH:21]=[CH:20][C:19]=4[F:24])[C:11](=[O:25])[N:10]([CH2:26][CH:27]4[CH2:29][CH2:28]4)[C:9]=3[N:8]=2)=[CH:4][CH:3]=1.[CH3:32][N:33]([CH2:35][C:36](O)=[O:37])[CH3:34].C(N(CC)C(C)C)(C)C, predict the reaction product. The product is: [CH:27]1([CH2:26][N:10]2[C:9]3[N:8]=[C:7]([CH2:6][C:5]4[CH:4]=[CH:3][C:2]([NH:1][C:36](=[O:37])[CH2:35][N:33]([CH3:34])[CH3:32])=[CH:31][CH:30]=4)[NH:15][C:14]=3[C:13](=[O:16])[N:12]([CH2:17][C:18]3[CH:23]=[CH:22][CH:21]=[CH:20][C:19]=3[F:24])[C:11]2=[O:25])[CH2:28][CH2:29]1. (2) Given the reactants [N:1]#[C:2][NH2:3].C(N(C(C)C)C(C)C)C.[C:13](Cl)(=[O:24])[O:14][C:15]1[CH:20]=CC([N+]([O-])=O)=CC=1.[F:26][C:27]1[CH:28]=[CH:29][C:30]([O:50][CH3:51])=[C:31]([C:33]2[CH:38]=[CH:37][N:36]=[C:35]3[NH:39][C:40]([C:42]4[CH2:43][CH:44]5[CH2:48][NH:47][CH2:46][CH:45]5[CH:49]=4)=[CH:41][C:34]=23)[CH:32]=1, predict the reaction product. The product is: [C:15]([O-:14])(=[O:50])[CH3:20].[NH4+:1].[C:2]([NH:3][C:13]([N:47]1[CH2:46][CH:45]2[CH2:49][C:42]([C:40]3[NH:39][C:35]4=[N:36][CH:37]=[CH:38][C:33]([C:31]5[CH:32]=[C:27]([F:26])[CH:28]=[CH:29][C:30]=5[O:50][CH3:51])=[C:34]4[CH:41]=3)=[CH:43][CH:44]2[CH2:48]1)=[O:24])#[N:1]. (3) Given the reactants Br[C:2]1[CH:3]=[C:4]2[C:8](=[C:9]([C:11]([NH2:13])=[O:12])[CH:10]=1)[NH:7][CH:6]=[C:5]2[C@H:14]1[CH2:19][CH2:18][S:17](=[O:21])(=[O:20])[C@@H:16]([CH:22]([CH3:24])[CH3:23])[CH2:15]1.O1CCOCC1.[S:31]1[CH:35]=[CH:34][C:33](B(O)O)=[CH:32]1.C([O-])([O-])=O.[K+].[K+], predict the reaction product. The product is: [CH3:23][CH:22]([C@H:16]1[CH2:15][C@@H:14]([C:5]2[C:4]3[C:8](=[C:9]([C:11]([NH2:13])=[O:12])[CH:10]=[C:2]([C:33]4[CH:34]=[CH:35][S:31][CH:32]=4)[CH:3]=3)[NH:7][CH:6]=2)[CH2:19][CH2:18][S:17]1(=[O:21])=[O:20])[CH3:24].